The task is: Predict the reactants needed to synthesize the given product.. This data is from Full USPTO retrosynthesis dataset with 1.9M reactions from patents (1976-2016). Given the product [CH:19]1([C:17](=[O:18])[CH2:13][O:12][C:9]2[CH:10]=[CH:11][C:6]([N+:3]([O-:5])=[O:4])=[CH:7][C:8]=2[O:14][CH3:22])[CH2:21][CH2:20]1, predict the reactants needed to synthesize it. The reactants are: O.[K].[N+:3]([C:6]1[CH:7]=[C:8]([OH:14])[C:9]([O:12][CH3:13])=[CH:10][CH:11]=1)([O-:5])=[O:4].BrC[C:17]([CH:19]1[CH2:21][CH2:20]1)=[O:18].[CH3:22]N(C=O)C.